This data is from Catalyst prediction with 721,799 reactions and 888 catalyst types from USPTO. The task is: Predict which catalyst facilitates the given reaction. Reactant: N#N.[Cl:3][C:4]1[CH:34]=[CH:33][CH:32]=[CH:31][C:5]=1[CH2:6][O:7][C:8](=[O:30])[NH:9][C:10]1[CH:11]=[N:12][N:13]([CH2:15][C:16]2[N:17]=[C:18]([C:21](C)(C)[O:22][SiH2]C(C)(C)C)[O:19][CH:20]=2)[CH:14]=1.CCCC[N+](CCCC)(CCCC)CCCC.[F-].[NH4+].[Cl-]. Product: [Cl:3][C:4]1[CH:34]=[CH:33][CH:32]=[CH:31][C:5]=1[CH2:6][O:7][C:8](=[O:30])[NH:9][C:10]1[CH:11]=[N:12][N:13]([CH2:15][C:16]2[N:17]=[C:18]([CH2:21][OH:22])[O:19][CH:20]=2)[CH:14]=1. The catalyst class is: 1.